Predict the product of the given reaction. From a dataset of Forward reaction prediction with 1.9M reactions from USPTO patents (1976-2016). (1) Given the reactants [CH2:1]([O:3][C:4]([C:6]1[C:10]([C:11]2[CH:16]=[CH:15][CH:14]=[CH:13][C:12]=2[O:17][CH3:18])=[CH:9][S:8][C:7]=1[NH2:19])=[O:5])[CH3:2].[C:20]1(=O)[O:25][C:23](=[O:24])[C:22]2=[CH:26][CH:27]=[CH:28][CH:29]=[C:21]12, predict the reaction product. The product is: [CH2:1]([O:3][C:4]([C:6]1[C:10]([C:11]2[CH:16]=[CH:15][CH:14]=[CH:13][C:12]=2[O:17][CH3:18])=[CH:9][S:8][C:7]=1[N:19]1[C:23](=[O:24])[C:22]2[C:21](=[CH:29][CH:28]=[CH:27][CH:26]=2)[C:20]1=[O:25])=[O:5])[CH3:2]. (2) The product is: [CH2:14]1[C:13]2([O:9][O:8][C:1]3([CH2:6][CH2:5][CH2:4][CH2:3][CH2:2]3)[O:7][O:16]2)[CH2:12][CH2:11][C:10](=[O:17])[CH2:15]1. Given the reactants [C:1]1(=[O:7])[CH2:6][CH2:5][CH2:4][CH2:3][CH2:2]1.[OH:8][OH:9].[C:10]1(=[O:17])[CH2:15][CH2:14][C:13](=[O:16])[CH2:12][CH2:11]1.F[B-](F)(F)F.[H+], predict the reaction product. (3) Given the reactants [S:1]1[C:5]2[CH:6]=[CH:7][CH:8]=[CH:9][C:4]=2[C:3]([N:10]2[CH2:15][CH2:14][N:13]([CH2:16][CH2:17][C:18]3[CH:23]=[C:22]([F:24])[CH:21]=[CH:20][C:19]=3[NH2:25])[CH2:12][CH2:11]2)=[N:2]1.[CH3:26][C:27]([CH3:32])=[CH:28][C:29](Cl)=[O:30], predict the reaction product. The product is: [S:1]1[C:5]2[CH:6]=[CH:7][CH:8]=[CH:9][C:4]=2[C:3]([N:10]2[CH2:15][CH2:14][N:13]([CH2:16][CH2:17][C:18]3[CH:23]=[C:22]([F:24])[CH:21]=[CH:20][C:19]=3[NH:25][C:29](=[O:30])[CH:28]=[C:27]([CH3:32])[CH3:26])[CH2:12][CH2:11]2)=[N:2]1. (4) Given the reactants [CH3:1][N:2]([CH3:20])[CH2:3][CH2:4][CH2:5][O:6][C:7]1[CH:12]=[CH:11][C:10]([NH2:13])=[CH:9][C:8]=1[C:14]1[N:15]([CH3:19])[N:16]=[CH:17][CH:18]=1.[Cl:21][C:22]1[CH:23]=[C:24]([N:29]=[C:30]=[O:31])[CH:25]=[CH:26][C:27]=1[F:28], predict the reaction product. The product is: [Cl:21][C:22]1[CH:23]=[C:24]([NH:29][C:30]([NH:13][C:10]2[CH:11]=[CH:12][C:7]([O:6][CH2:5][CH2:4][CH2:3][N:2]([CH3:1])[CH3:20])=[C:8]([C:14]3[N:15]([CH3:19])[N:16]=[CH:17][CH:18]=3)[CH:9]=2)=[O:31])[CH:25]=[CH:26][C:27]=1[F:28]. (5) Given the reactants Cl[C:2]1[N:11]=[C:10]([NH:12][CH2:13][C:14]2[CH:19]=[CH:18][C:17]([NH:20][C:21](=[O:29])[C:22]3[CH:27]=[CH:26][C:25]([F:28])=[CH:24][CH:23]=3)=[CH:16][CH:15]=2)[C:9]2[C:4](=[CH:5][C:6]([CH3:30])=[CH:7][CH:8]=2)[N:3]=1.[CH3:31][NH2:32], predict the reaction product. The product is: [F:28][C:25]1[CH:26]=[CH:27][C:22]([C:21]([NH:20][C:17]2[CH:18]=[CH:19][C:14]([CH2:13][NH:12][C:10]3[C:9]4[C:4](=[CH:5][C:6]([CH3:30])=[CH:7][CH:8]=4)[N:3]=[C:2]([NH:32][CH3:31])[N:11]=3)=[CH:15][CH:16]=2)=[O:29])=[CH:23][CH:24]=1. (6) Given the reactants [CH2:1]([O:8][C:9]([N:11]1[CH2:15][CH2:14][CH2:13][C@H:12]1[C:16](=[O:33])[NH:17][C:18]1[CH:23]=[CH:22][CH:21]=[C:20](B2OC(C)(C)C(C)(C)O2)[CH:19]=1)=[O:10])[C:2]1[CH:7]=[CH:6][CH:5]=[CH:4][CH:3]=1.Br[C:35]1[CH:36]=[C:37]([CH:40]=[CH:41][CH:42]=1)[C:38]#[N:39].CN(C=O)C, predict the reaction product. The product is: [CH2:1]([O:8][C:9]([N:11]1[CH2:15][CH2:14][CH2:13][C@H:12]1[C:16](=[O:33])[NH:17][C:18]1[CH:19]=[C:20]([C:35]2[CH:42]=[CH:41][CH:40]=[C:37]([C:38]#[N:39])[CH:36]=2)[CH:21]=[CH:22][CH:23]=1)=[O:10])[C:2]1[CH:3]=[CH:4][CH:5]=[CH:6][CH:7]=1. (7) Given the reactants C(Br)(Br)(Br)Br.[CH2:6]([NH:13][CH2:14][C:15]1([CH2:27]O)[CH2:19][CH2:18][CH2:17][N:16]1[C:20]([O:22][C:23]([CH3:26])(C)C)=[O:21])[C:7]1[CH:12]=[CH:11][CH:10]=[CH:9][CH:8]=1.[C:29]1(P(C2C=CC=CC=2)C2C=CC=CC=2)C=CC=C[CH:30]=1.C(N(CC)CC)C, predict the reaction product. The product is: [CH2:6]([N:13]1[CH2:14][C:15]2([CH2:19][CH2:18][CH2:17][N:16]2[C:20]([O:22][CH2:23][CH2:26][CH2:29][CH3:30])=[O:21])[CH2:27]1)[C:7]1[CH:8]=[CH:9][CH:10]=[CH:11][CH:12]=1. (8) Given the reactants CC(OC(/N=N/C(OC(C)C)=O)=O)C.[CH3:15][O:16][C:17](=[O:26])[C:18]1[CH:23]=[CH:22][C:21]([OH:24])=[CH:20][C:19]=1[CH3:25].O[CH2:28][CH2:29][CH2:30][CH:31]1[CH2:36][CH2:35][N:34]([C:37]([O:39][C:40]([CH3:43])([CH3:42])[CH3:41])=[O:38])[CH2:33][CH2:32]1.C1C=CC(P(C2C=CC=CC=2)C2C=CC=CC=2)=CC=1, predict the reaction product. The product is: [C:40]([O:39][C:37]([N:34]1[CH2:35][CH2:36][CH:31]([CH2:30][CH2:29][CH2:28][O:24][C:21]2[CH:22]=[CH:23][C:18]([C:17]([O:16][CH3:15])=[O:26])=[C:19]([CH3:25])[CH:20]=2)[CH2:32][CH2:33]1)=[O:38])([CH3:43])([CH3:42])[CH3:41].